This data is from Full USPTO retrosynthesis dataset with 1.9M reactions from patents (1976-2016). The task is: Predict the reactants needed to synthesize the given product. (1) The reactants are: [C:1]([C:5]1[CH:6]=[C:7]([C:17]2[S:18][CH:19]=[C:20]([CH:22]3[CH2:27][CH2:26][NH:25][CH2:24][CH2:23]3)[N:21]=2)[CH:8]=[C:9]([C:13]([CH3:16])([CH3:15])[CH3:14])[C:10]=1[O:11][CH3:12])([CH3:4])([CH3:3])[CH3:2].[CH3:28][C:29]1[N:30]([CH2:34][C:35](O)=[O:36])[CH:31]=[CH:32][N:33]=1. Given the product [C:13]([C:9]1[CH:8]=[C:7]([C:17]2[S:18][CH:19]=[C:20]([CH:22]3[CH2:27][CH2:26][N:25]([C:35](=[O:36])[CH2:34][N:30]4[CH:31]=[CH:32][N:33]=[C:29]4[CH3:28])[CH2:24][CH2:23]3)[N:21]=2)[CH:6]=[C:5]([C:1]([CH3:2])([CH3:3])[CH3:4])[C:10]=1[O:11][CH3:12])([CH3:16])([CH3:15])[CH3:14], predict the reactants needed to synthesize it. (2) Given the product [CH2:3]([O:5][C:6]([C:8]1[N:9]([CH2:40][CH3:41])[C:10]2[C:15]([C:16]=1[CH2:17][N:18]([CH2:25][C:26]1[CH:31]=[C:30]([C:32]([F:33])([F:34])[F:35])[CH:29]=[C:28]([C:36]([F:39])([F:38])[F:37])[CH:27]=1)[C:19]1[N:20]=[N:21][N:22]([CH3:24])[N:23]=1)=[CH:14][CH:13]=[CH:12][CH:11]=2)=[O:7])[CH3:4], predict the reactants needed to synthesize it. The reactants are: [H-].[Na+].[CH2:3]([O:5][C:6]([C:8]1[NH:9][C:10]2[C:15]([C:16]=1[CH2:17][N:18]([CH2:25][C:26]1[CH:31]=[C:30]([C:32]([F:35])([F:34])[F:33])[CH:29]=[C:28]([C:36]([F:39])([F:38])[F:37])[CH:27]=1)[C:19]1[N:20]=[N:21][N:22]([CH3:24])[N:23]=1)=[CH:14][CH:13]=[CH:12][CH:11]=2)=[O:7])[CH3:4].[CH2:40](I)[CH3:41].